This data is from Reaction yield outcomes from USPTO patents with 853,638 reactions. The task is: Predict the reaction yield, written as a fraction of the theoretical maximum amount of product (1.0 means a 100% yield; for example, 0.34 means a 34% yield). (1) The reactants are I[C:2]1[CH:7]=[CH:6][C:5]([S:8]([NH:11][C:12]2[S:13][CH:14]=[CH:15][N:16]=2)(=[O:10])=[O:9])=[CH:4][CH:3]=1.CC1(C)C2C=CC=C(P(C3C=CC=CC=3)C3C=CC=CC=3)C=2OC2C1=CC=CC=2P(C1C=CC=CC=1)C1C=CC=CC=1.[C:59]([N:63]1[C:67]([NH2:68])=[CH:66][C:65]([CH2:69][C:70]2[CH:75]=[CH:74][C:73]([Cl:76])=[CH:72][CH:71]=2)=[N:64]1)([CH3:62])([CH3:61])[CH3:60].CC(C)([O-])C.[Na+]. The catalyst is O1CCOCC1.C1C=CC(/C=C/C(/C=C/C2C=CC=CC=2)=O)=CC=1.C1C=CC(/C=C/C(/C=C/C2C=CC=CC=2)=O)=CC=1.C1C=CC(/C=C/C(/C=C/C2C=CC=CC=2)=O)=CC=1.[Pd].[Pd]. The yield is 0.400. The product is [C:59]([N:63]1[C:67]([NH:68][C:2]2[CH:7]=[CH:6][C:5]([S:8]([NH:11][C:12]3[S:13][CH:14]=[CH:15][N:16]=3)(=[O:10])=[O:9])=[CH:4][CH:3]=2)=[CH:66][C:65]([CH2:69][C:70]2[CH:71]=[CH:72][C:73]([Cl:76])=[CH:74][CH:75]=2)=[N:64]1)([CH3:62])([CH3:60])[CH3:61]. (2) No catalyst specified. The reactants are [Na].Cl[C:3]1[N:11]=[C:10]2[C:6]([NH:7][CH:8]=[N:9]2)=[C:5]([NH2:12])[N:4]=1.O.[CH2:14]([OH:18])[CH2:15][CH2:16][CH3:17]. The yield is 0.760. The product is [CH2:14]([O:18][C:3]1[N:11]=[C:10]2[C:6]([NH:7][CH:8]=[N:9]2)=[C:5]([NH2:12])[N:4]=1)[CH2:15][CH2:16][CH3:17]. (3) The reactants are [CH2:1]([C:4]([CH2:11][C:12]#[CH:13])(C(O)=O)[C:5]([OH:7])=[O:6])[C:2]#[CH:3].C(=O)=O. No catalyst specified. The product is [CH2:1]([CH:4]([CH2:11][C:12]#[CH:13])[C:5]([OH:7])=[O:6])[C:2]#[CH:3]. The yield is 0.799. (4) The reactants are [NH2:1][C:2]([C:8]1[CH:9]=[N:10][CH:11]=[CH:12][CH:13]=1)=[CH:3][C:4]([O:6][CH3:7])=[O:5].[ClH:14]. The catalyst is [Pd].C(O)(=O)C. The product is [ClH:14].[ClH:14].[NH2:1][CH:2]([C:8]1[CH:9]=[N:10][CH:11]=[CH:12][CH:13]=1)[CH2:3][C:4]([O:6][CH3:7])=[O:5]. The yield is 0.784. (5) The reactants are FC(F)(F)C(O)=O.[Cl:8][C:9]1[CH:10]=[C:11]([CH:32]=[CH:33][C:34]=1[F:35])[NH:12][C:13]1[C:22]2[C:17](=[CH:18][C:19]([OH:31])=[CH:20][C:21]=2[O:23][CH:24]2[CH2:29][CH2:28][N:27]([CH3:30])[CH2:26][CH2:25]2)[N:16]=[CH:15][N:14]=1.[CH3:36][O:37][CH2:38][CH2:39]Br. No catalyst specified. The product is [Cl:8][C:9]1[CH:10]=[C:11]([CH:32]=[CH:33][C:34]=1[F:35])[NH:12][C:13]1[C:22]2[C:17](=[CH:18][C:19]([O:31][CH2:39][CH2:38][O:37][CH3:36])=[CH:20][C:21]=2[O:23][CH:24]2[CH2:25][CH2:26][N:27]([CH3:30])[CH2:28][CH2:29]2)[N:16]=[CH:15][N:14]=1. The yield is 0.530. (6) The reactants are [CH3:1][C:2]([OH:13])([CH3:12])[CH2:3][N:4]1[CH:8]=[CH:7][C:6]([N+:9]([O-:11])=[O:10])=[N:5]1.CN(C=O)C.[H-].[Na+].[C:21]([O:24][CH2:25][CH3:26])(=O)C. The catalyst is [NH4+].[Cl-]. The product is [CH3:12][C:2]([O:13][CH2:26][C@@H:25]1[CH2:21][O:24]1)([CH3:1])[CH2:3][N:4]1[CH:8]=[CH:7][C:6]([N+:9]([O-:11])=[O:10])=[N:5]1. The yield is 0.431. (7) The reactants are [OH-].[NH4+:2].Cl[C:4]([C:6]1[CH:11]=[CH:10][C:9]([C@H:12]2[CH2:17][CH2:16][C@H:15]([CH2:18][C:19]([O:21][CH2:22][CH3:23])=[O:20])[CH2:14][CH2:13]2)=[CH:8][CH:7]=1)=[O:5]. No catalyst specified. The product is [C:4]([C:6]1[CH:11]=[CH:10][C:9]([C@H:12]2[CH2:17][CH2:16][C@H:15]([CH2:18][C:19]([O:21][CH2:22][CH3:23])=[O:20])[CH2:14][CH2:13]2)=[CH:8][CH:7]=1)(=[O:5])[NH2:2]. The yield is 1.00. (8) The reactants are [NH2:1][C:2]1[CH:3]=[C:4]2[C:9](=[CH:10][CH:11]=1)[N:8]([CH2:12][CH3:13])[C:7](=[O:14])[N:6]([CH2:15][CH:16]1[CH2:19][O:18][CH2:17]1)[C:5]2=[O:20].[Cl:21][C:22]1[CH:23]=[C:24]([NH:30][C:31]([CH2:33][CH:34]([CH3:39])[CH2:35][C:36](O)=[O:37])=[O:32])[CH:25]=[CH:26][C:27]=1[C:28]#[N:29].CCN(C(C)C)C(C)C.C(P1(=O)OP(CCC)(=O)OP(CCC)(=O)O1)CC. The catalyst is C(OCC)(=O)C.O. The product is [Cl:21][C:22]1[CH:23]=[C:24]([NH:30][C:31](=[O:32])[CH2:33][CH:34]([CH3:39])[CH2:35][C:36]([NH:1][C:2]2[CH:3]=[C:4]3[C:9](=[CH:10][CH:11]=2)[N:8]([CH2:12][CH3:13])[C:7](=[O:14])[N:6]([CH2:15][CH:16]2[CH2:17][O:18][CH2:19]2)[C:5]3=[O:20])=[O:37])[CH:25]=[CH:26][C:27]=1[C:28]#[N:29]. The yield is 0.540.